Dataset: Forward reaction prediction with 1.9M reactions from USPTO patents (1976-2016). Task: Predict the product of the given reaction. (1) Given the reactants Br[C:2]1[CH:25]=[CH:24][C:5]([O:6][CH2:7][C:8]2[N:12]([C:13]3[C:18]([Cl:19])=[CH:17][CH:16]=[CH:15][C:14]=3[Cl:20])[N:11]=[N:10][C:9]=2[CH:21]([CH3:23])[CH3:22])=[CH:4][C:3]=1[CH3:26].[CH3:27][O:28][C:29](=[O:38])[C:30]1[CH:35]=[CH:34][C:33]([C:36]#[CH:37])=[CH:32][CH:31]=1.C(N(CC)CC)C, predict the reaction product. The product is: [CH3:27][O:28][C:29](=[O:38])[C:30]1[CH:35]=[CH:34][C:33]([C:36]#[C:37][C:2]2[CH:25]=[CH:24][C:5]([O:6][CH2:7][C:8]3[N:12]([C:13]4[C:18]([Cl:19])=[CH:17][CH:16]=[CH:15][C:14]=4[Cl:20])[N:11]=[N:10][C:9]=3[CH:21]([CH3:22])[CH3:23])=[CH:4][C:3]=2[CH3:26])=[CH:32][CH:31]=1. (2) The product is: [CH:1]([C:4]1[C:8]([CH:9]([OH:37])[CH2:10][CH3:11])=[CH:7][N:6]([C:16]2[C:21]([C:22]([F:25])([F:24])[F:23])=[CH:20][CH:19]=[CH:18][N:17]=2)[N:5]=1)([CH3:3])[CH3:2]. Given the reactants [CH:1]([C:4]1[C:8]([CH2:9][CH2:10][C:11](OCC)=O)=[CH:7][N:6]([C:16]2[C:21]([C:22]([F:25])([F:24])[F:23])=[CH:20][CH:19]=[CH:18][N:17]=2)[N:5]=1)([CH3:3])[CH3:2].[H-].C([Al+]CC(C)C)C(C)C.Cl.[O:37]1CCCC1, predict the reaction product. (3) Given the reactants [Cl:1][C:2]1[S:3][CH:4]=[C:5]([CH2:7][O:8][C:9]2[CH:17]=[CH:16][CH:15]=[C:14]3[C:10]=2[CH:11]=[C:12]([C:18]([OH:20])=O)[NH:13]3)[N:6]=1.[NH2:21][CH:22]1[CH2:27][CH2:26][C:25]([CH2:29][CH2:30][N:31]2[CH2:36][CH2:35][C@H:34]([OH:37])[C@@H:33]([CH3:38])[CH2:32]2)([OH:28])[CH2:24][CH2:23]1, predict the reaction product. The product is: [OH:28][C:25]1([CH2:29][CH2:30][N:31]2[CH2:36][CH2:35][C@H:34]([OH:37])[C@@H:33]([CH3:38])[CH2:32]2)[CH2:26][CH2:27][CH:22]([NH:21][C:18]([C:12]2[NH:13][C:14]3[C:10]([CH:11]=2)=[C:9]([O:8][CH2:7][C:5]2[N:6]=[C:2]([Cl:1])[S:3][CH:4]=2)[CH:17]=[CH:16][CH:15]=3)=[O:20])[CH2:23][CH2:24]1. (4) The product is: [Cl:8][C:5]1[N:6]=[CH:7][C:2]2[N:1]=[CH:13][NH:15][C:9](=[O:11])[C:3]=2[CH:4]=1. Given the reactants [NH2:1][C:2]1[C:3]([C:9]([OH:11])=O)=[CH:4][C:5]([Cl:8])=[N:6][CH:7]=1.O.[CH:13]([NH2:15])=O, predict the reaction product. (5) Given the reactants [C:1]([O:5][C:6]([N:8]1[C:13]2=[N:14][C:15]([C:25]3[CH:30]=[CH:29][C:28]([CH3:31])=[CH:27][CH:26]=3)=[C:16]([C:18]3[CH:23]=[CH:22][C:21]([CH3:24])=[CH:20][CH:19]=3)[N:17]=[C:12]2[CH2:11][CH:10](OC(=O)C)[CH2:9]1)=[O:7])([CH3:4])([CH3:3])[CH3:2].[NH:36]1[CH2:41][CH2:40][CH2:39][CH2:38][CH2:37]1, predict the reaction product. The product is: [N:36]1([CH:10]2[CH2:9][N:8]([C:6]([O:5][C:1]([CH3:3])([CH3:4])[CH3:2])=[O:7])[C:13]3=[N:14][C:15]([C:25]4[CH:30]=[CH:29][C:28]([CH3:31])=[CH:27][CH:26]=4)=[C:16]([C:18]4[CH:19]=[CH:20][C:21]([CH3:24])=[CH:22][CH:23]=4)[N:17]=[C:12]3[CH2:11]2)[CH2:41][CH2:40][CH2:39][CH2:38][CH2:37]1.